From a dataset of CYP2C9 inhibition data for predicting drug metabolism from PubChem BioAssay. Regression/Classification. Given a drug SMILES string, predict its absorption, distribution, metabolism, or excretion properties. Task type varies by dataset: regression for continuous measurements (e.g., permeability, clearance, half-life) or binary classification for categorical outcomes (e.g., BBB penetration, CYP inhibition). Dataset: cyp2c9_veith. The drug is COc1ccc(C(=O)N2CCC[C@@]3(CCN(c4cccc(-c5ccccc5)c4)C3)C2)cc1. The result is 0 (non-inhibitor).